This data is from Aqueous solubility values for 9,982 compounds from the AqSolDB database. The task is: Regression/Classification. Given a drug SMILES string, predict its absorption, distribution, metabolism, or excretion properties. Task type varies by dataset: regression for continuous measurements (e.g., permeability, clearance, half-life) or binary classification for categorical outcomes (e.g., BBB penetration, CYP inhibition). For this dataset (solubility_aqsoldb), we predict Y. (1) The drug is CC(C)CCC(C)(O)C#CC(C)(O)CCC(C)C. The Y is -3.44 log mol/L. (2) The Y is -1.35 log mol/L. The drug is CC(C)(O)C(Cl)(Cl)Cl. (3) The compound is CCOP(=S)(OCC)Oc1ccc(Cl)cc1Cl. The Y is -6.11 log mol/L. (4) The molecule is CCc1cccc(CC)c1. The Y is -3.75 log mol/L.